Dataset: Peptide-MHC class I binding affinity with 185,985 pairs from IEDB/IMGT. Task: Regression. Given a peptide amino acid sequence and an MHC pseudo amino acid sequence, predict their binding affinity value. This is MHC class I binding data. (1) The binding affinity (normalized) is 0.0847. The peptide sequence is QATQEVKNW. The MHC is HLA-B58:02 with pseudo-sequence HLA-B58:02. (2) The peptide sequence is RQAGVQYSRA. The MHC is HLA-B07:02 with pseudo-sequence HLA-B07:02. The binding affinity (normalized) is 0. (3) The binding affinity (normalized) is 0.0847. The MHC is HLA-A69:01 with pseudo-sequence HLA-A69:01. The peptide sequence is SQMPPQKIM.